Predict the product of the given reaction. From a dataset of Forward reaction prediction with 1.9M reactions from USPTO patents (1976-2016). (1) The product is: [CH3:27][NH:28][C:19]([C@@H:15]1[CH2:16][C:17](=[O:18])[N:13]([C:10]2[CH:11]=[CH:12][C:7]([O:6][CH2:5][C:4]3[CH:22]=[CH:23][CH:24]=[C:2]([Cl:1])[CH:3]=3)=[CH:8][CH:9]=2)[CH2:14]1)=[O:20]. Given the reactants [Cl:1][C:2]1[CH:3]=[C:4]([CH:22]=[CH:23][CH:24]=1)[CH2:5][O:6][C:7]1[CH:12]=[CH:11][C:10]([N:13]2[C:17](=[O:18])[CH2:16][C@@H:15]([C:19](O)=[O:20])[CH2:14]2)=[CH:9][CH:8]=1.CN.[CH3:27][N:28](C(ON1N=NC2C=CC=CC1=2)=[N+](C)C)C.F[P-](F)(F)(F)(F)F, predict the reaction product. (2) Given the reactants [CH2:1]([NH:3][CH2:4][CH3:5])[CH3:2].Cl[S:7][S:8][C:9]1[CH:14]=[CH:13][C:12]([S:15][S:16]Cl)=[CH:11][CH:10]=1, predict the reaction product. The product is: [CH2:1]([N:3]([S:7][S:8][C:9]1[CH:14]=[CH:13][C:12]([S:15][S:16][N:3]([CH2:4][CH3:5])[CH2:1][CH3:2])=[CH:11][CH:10]=1)[CH2:4][CH3:5])[CH3:2]. (3) Given the reactants [CH3:1][C:2]([CH3:22])=[CH:3][C:4]([NH:6][C@H:7]([C:18]([O:20]C)=[O:19])[CH2:8][C:9]1[C:17]2[C:12](=[CH:13][CH:14]=[CH:15][CH:16]=2)[NH:11][CH:10]=1)=[O:5].[OH-].[Na+], predict the reaction product. The product is: [CH3:1][C:2]([CH3:22])=[CH:3][C:4]([NH:6][C@H:7]([C:18]([OH:20])=[O:19])[CH2:8][C:9]1[C:17]2[C:12](=[CH:13][CH:14]=[CH:15][CH:16]=2)[NH:11][CH:10]=1)=[O:5]. (4) Given the reactants Cl[C:2]1[CH:3]=[C:4]([NH:10][C:11]2[CH:16]=[N:15][C:14]([C:17]([F:20])([F:19])[F:18])=[CH:13][N:12]=2)[C:5](=[O:9])[N:6]([CH3:8])[N:7]=1.C([O:24][CH2:25][C:26]1[C:31](B2OC(C)(C)C(C)(C)O2)=[CH:30][CH:29]=[CH:28][C:27]=1[N:41]1[N:50]=[CH:49][C:48]2[C:43](=[C:44]([F:55])[CH:45]=[C:46]([C:51]([CH3:54])([CH3:53])[CH3:52])[CH:47]=2)[C:42]1=[O:56])(=O)C.P([O-])([O-])([O-])=O.[K+].[K+].[K+].C1(P(C2CCCCC2)C2C=CC=CC=2C2C(C(C)C)=CC(C(C)C)=CC=2C(C)C)CCCCC1.[Cl-].[NH4+], predict the reaction product. The product is: [C:51]([C:46]1[CH:47]=[C:48]2[C:43](=[C:44]([F:55])[CH:45]=1)[C:42](=[O:56])[N:41]([C:27]1[CH:28]=[CH:29][CH:30]=[C:31]([C:2]3[CH:3]=[C:4]([NH:10][C:11]4[CH:16]=[N:15][C:14]([C:17]([F:20])([F:19])[F:18])=[CH:13][N:12]=4)[C:5](=[O:9])[N:6]([CH3:8])[N:7]=3)[C:26]=1[CH2:25][OH:24])[N:50]=[CH:49]2)([CH3:54])([CH3:52])[CH3:53].